Dataset: Forward reaction prediction with 1.9M reactions from USPTO patents (1976-2016). Task: Predict the product of the given reaction. (1) Given the reactants N[C:2]1[C:3]([O:17][CH3:18])=[C:4]([NH:12][S:13]([CH3:16])(=[O:15])=[O:14])[CH:5]=[C:6]([C:8]([CH3:11])([CH3:10])[CH3:9])[CH:7]=1.[H+].[B-](F)(F)(F)F.N([O:27][CH2:28]CC(C)C)=O.C1C[O:36][CH2:35]C1, predict the reaction product. The product is: [CH3:35][O:36][C:28](=[O:27])[C:2]1[CH:7]=[C:6]([C:8]([CH3:11])([CH3:10])[CH3:9])[CH:5]=[C:4]([NH:12][S:13]([CH3:16])(=[O:15])=[O:14])[C:3]=1[O:17][CH3:18]. (2) Given the reactants [H-].[Na+].[C:3]([C:5]1[C:6]([OH:11])=[N:7][CH:8]=[CH:9][CH:10]=1)#[N:4].[Br-].[Li+].[Cl:14][C:15]1[CH:16]=[C:17]([C@@H:22]2[O:28][CH2:27][CH2:26][N:25]([C:29]([O:31][C:32]([CH3:35])([CH3:34])[CH3:33])=[O:30])[CH2:24][C@H:23]2[CH2:36]OS(C)(=O)=O)[CH:18]=[CH:19][C:20]=1[Cl:21], predict the reaction product. The product is: [C:3]([C:5]1[C:6](=[O:11])[N:7]([CH2:36][C@H:23]2[C@H:22]([C:17]3[CH:18]=[CH:19][C:20]([Cl:21])=[C:15]([Cl:14])[CH:16]=3)[O:28][CH2:27][CH2:26][N:25]([C:29]([O:31][C:32]([CH3:33])([CH3:35])[CH3:34])=[O:30])[CH2:24]2)[CH:8]=[CH:9][CH:10]=1)#[N:4]. (3) Given the reactants C[Si](C)(C)Cl.[C:6]1([CH2:12][CH2:13][C:14](=[O:18])[CH2:15][CH2:16][CH3:17])[CH:11]=[CH:10][CH:9]=[CH:8][CH:7]=1.C(=O)C1C=CC=CC=1.CC(=O)CCC.C1(C=CC(=O)CCC)C=CC=CC=1.Br[CH2:47][C:48]([O:50][CH3:51])=[O:49].Cl, predict the reaction product. The product is: [OH:18][C:14]([CH2:13][CH2:12][C:6]1[CH:11]=[CH:10][CH:9]=[CH:8][CH:7]=1)([CH2:15][CH2:16][CH3:17])[CH2:47][C:48]([O:50][CH3:51])=[O:49].